From a dataset of Catalyst prediction with 721,799 reactions and 888 catalyst types from USPTO. Predict which catalyst facilitates the given reaction. (1) Reactant: [CH2:1]([N:4]([CH2:8][C:9]1[CH:14]=[CH:13][C:12]([NH:15][CH2:16][C:17]2[CH:22]=[CH:21][C:20]([CH2:23][NH:24][CH2:25][C:26]3[NH:27][CH:28]=[CH:29][N:30]=3)=[CH:19][CH:18]=2)=[CH:11][CH:10]=1)[CH2:5][CH2:6][CH3:7])[CH2:2][CH3:3].[NH:31]1[CH:35]=[CH:34][N:33]=[C:32]1[CH:36]=O.C([BH3-])#N.[Na+].[OH-].[Na+]. Product: [NH:30]1[CH:29]=[CH:28][N:27]=[C:26]1[CH2:25][N:24]([CH2:23][C:20]1[CH:19]=[CH:18][C:17]([CH2:16][NH:15][C:12]2[CH:11]=[CH:10][C:9]([CH2:8][N:4]([CH2:5][CH2:6][CH3:7])[CH2:1][CH2:2][CH3:3])=[CH:14][CH:13]=2)=[CH:22][CH:21]=1)[CH2:36][C:32]1[NH:31][CH:35]=[CH:34][N:33]=1. The catalyst class is: 130. (2) Reactant: ON1C2C=CC=CC=2N=N1.Cl.C(N=C=NCCCN(C)C)C.[CH2:23]([O:27][C:28]1[CH:51]=[CH:50][C:31]([C:32]([NH:34][CH2:35][CH:36]([N:40]2[CH2:45][CH2:44][N:43]([S:46]([CH3:49])(=[O:48])=[O:47])[CH2:42][CH2:41]2)[C:37](O)=[O:38])=[O:33])=[CH:30][CH:29]=1)[C:24]#[C:25][CH3:26].Cl.[C:53]([O:57][NH2:58])([CH3:56])([CH3:55])[CH3:54].C(N(CC)CC)C. Product: [C:53]([O:57][NH:58][C:37]([CH:36]([N:40]1[CH2:45][CH2:44][N:43]([S:46]([CH3:49])(=[O:48])=[O:47])[CH2:42][CH2:41]1)[CH2:35][NH:34][C:32](=[O:33])[C:31]1[CH:50]=[CH:51][C:28]([O:27][CH2:23][C:24]#[C:25][CH3:26])=[CH:29][CH:30]=1)=[O:38])([CH3:56])([CH3:55])[CH3:54]. The catalyst class is: 120. (3) Reactant: F[C:2]1[CH:9]=[CH:8][C:7]([CH:10]=[O:11])=[CH:6][C:3]=1[C:4]#[N:5].[F:12][C:13]([F:22])([F:21])[C:14]1[CH:15]=[C:16]([OH:20])[CH:17]=[CH:18][CH:19]=1.C([O-])([O-])=O.[K+].[K+]. Product: [CH:10]([C:7]1[CH:8]=[CH:9][C:2]([O:20][C:16]2[CH:17]=[CH:18][CH:19]=[C:14]([C:13]([F:12])([F:21])[F:22])[CH:15]=2)=[C:3]([CH:6]=1)[C:4]#[N:5])=[O:11]. The catalyst class is: 16. (4) Reactant: CC1NC(C)=CC=1C1C=[CH:11][CH:10]=[C:9]([C:13]2[CH:18]=[CH:17][CH:16]=[C:15]([CH2:19][CH:20]3[CH2:24][CH2:23][CH2:22][CH:21]3[N:25]([CH3:27])[CH3:26])[CH:14]=2)[N:8]=1.[CH2:29](O)[CH3:30].Cl.[NH2:33]O.Cl. Product: [CH3:27][N:25]([CH3:26])[CH:21]1[CH2:22][CH2:23][CH2:24][CH:20]1[CH2:19][C:15]1[CH:14]=[C:13]([C:9]2[N:8]=[C:30]([NH2:33])[CH:29]=[CH:11][CH:10]=2)[CH:18]=[CH:17][CH:16]=1. The catalyst class is: 6. (5) Reactant: C([O:3][C:4]([C:6]1[CH:14]=[C:13]2[C:9]([C:10]([C:25](=[O:35])[NH:26][CH2:27][C:28]3[CH:33]=[CH:32][C:31]([F:34])=[CH:30][CH:29]=3)=[C:11]([CH:22]([CH3:24])[CH3:23])[N:12]2[CH2:15][C:16]2[CH:21]=[CH:20][CH:19]=[CH:18][N:17]=2)=[CH:8][CH:7]=1)=[O:5])C.[OH-].[Na+].O. Product: [F:34][C:31]1[CH:30]=[CH:29][C:28]([CH2:27][NH:26][C:25]([C:10]2[C:9]3[C:13](=[CH:14][C:6]([C:4]([OH:5])=[O:3])=[CH:7][CH:8]=3)[N:12]([CH2:15][C:16]3[CH:21]=[CH:20][CH:19]=[CH:18][N:17]=3)[C:11]=2[CH:22]([CH3:23])[CH3:24])=[O:35])=[CH:33][CH:32]=1. The catalyst class is: 14.